Dataset: Reaction yield outcomes from USPTO patents with 853,638 reactions. Task: Predict the reaction yield, written as a fraction of the theoretical maximum amount of product (1.0 means a 100% yield; for example, 0.34 means a 34% yield). (1) The reactants are [NH2:1][C:2]1[N:3]=[C:4]([NH:7][C:8]2[CH:13]=[C:12]([F:14])[C:11]([C:15]3[CH:20]=[CH:19][C:18](NS(C)(=O)=O)=[CH:17][CH:16]=3)=[C:10]([C:26]([F:29])([F:28])[F:27])[CH:9]=2)[NH:5][N:6]=1.CS(NC1C=CC(B(O)O)=CC=1)(=O)=O. No catalyst specified. The product is [F:14][C:12]1[C:11]([C:15]2[CH:20]=[CH:19][C:18]([C:26]([F:29])([F:28])[F:27])=[CH:17][CH:16]=2)=[C:10]([C:26]([F:29])([F:28])[F:27])[CH:9]=[C:8]([NH:7][C:4]2[NH:5][N:6]=[C:2]([NH2:1])[N:3]=2)[CH:13]=1. The yield is 0.240. (2) The reactants are [Br:1][CH2:2][CH2:3][CH2:4][C:5]([CH3:8])([OH:7])[CH3:6].N1C(C)=CC=CC=1C.[Si:17](OS(C(F)(F)F)(=O)=O)([C:20]([CH3:23])([CH3:22])[CH3:21])([CH3:19])[CH3:18].O. The catalyst is C(Cl)Cl. The product is [Br:1][CH2:2][CH2:3][CH2:4][C:5]([CH3:8])([O:7][Si:17]([C:20]([CH3:23])([CH3:22])[CH3:21])([CH3:19])[CH3:18])[CH3:6]. The yield is 0.800. (3) The reactants are [CH3:1][C:2]1([CH3:16])[C:7](=[O:8])[CH2:6][CH2:5][N:4]([C:9]([O:11][C:12]([CH3:15])([CH3:14])[CH3:13])=[O:10])[CH2:3]1.C(N(CC)CC)C.FC(F)(F)S(O[Si:30]([CH3:33])([CH3:32])[CH3:31])(=O)=O. The catalyst is C1(C)C=CC=CC=1.O. The product is [CH3:1][C:2]1([CH3:16])[CH2:3][N:4]([C:9]([O:11][C:12]([CH3:15])([CH3:14])[CH3:13])=[O:10])[CH2:5][CH:6]=[C:7]1[O:8][Si:30]([CH3:33])([CH3:32])[CH3:31]. The yield is 0.770.